From a dataset of Full USPTO retrosynthesis dataset with 1.9M reactions from patents (1976-2016). Predict the reactants needed to synthesize the given product. (1) Given the product [N:1]1[N:2]([CH2:18][CH:17]([OH:19])[CH2:15][Cl:16])[N:3]=[N:4][CH:5]=1, predict the reactants needed to synthesize it. The reactants are: [NH:1]1[CH:5]=[N:4][N:3]=[N:2]1.C(N(C(C)C)CC)(C)C.[CH2:15]([CH:17]1[O:19][CH2:18]1)[Cl:16]. (2) Given the product [C:31]([NH:35][C:25]([CH2:24][CH:21]1[CH2:22][CH2:23][N:18]([C:9]2[C:8]([NH:7][C:5](=[O:6])[C:4]3[CH:28]=[CH:29][CH:30]=[C:2]([Cl:1])[CH:3]=3)=[CH:13][CH:12]=[C:11]([S:14]([CH3:17])(=[O:16])=[O:15])[N:10]=2)[CH2:19][CH2:20]1)=[O:27])([CH3:34])([CH3:33])[CH3:32], predict the reactants needed to synthesize it. The reactants are: [Cl:1][C:2]1[CH:3]=[C:4]([CH:28]=[CH:29][CH:30]=1)[C:5]([NH:7][C:8]1[C:9]([N:18]2[CH2:23][CH2:22][CH:21]([CH2:24][C:25]([OH:27])=O)[CH2:20][CH2:19]2)=[N:10][C:11]([S:14]([CH3:17])(=[O:16])=[O:15])=[CH:12][CH:13]=1)=[O:6].[C:31]([NH2:35])([CH3:34])([CH3:33])[CH3:32].F[B-](F)(F)F.N1(OC(N(C)C)=[N+](C)C)C2C=CC=CC=2N=N1.C(N(CC)CC)C. (3) Given the product [Cl:19][C:14]1[C:13]([OH:20])=[C:12]([S:9]([N:8]([CH2:21][C:22]2[CH:27]=[CH:26][C:25]([F:28])=[CH:24][CH:23]=2)[CH2:7][C:6]2[CH:5]=[CH:4][C:3]([CH2:2][NH:1][CH2:39][C:38]3[CH:41]=[CH:42][C:35]([F:34])=[CH:36][CH:37]=3)=[CH:30][CH:29]=2)(=[O:11])=[O:10])[CH:17]=[C:16]([Cl:18])[CH:15]=1, predict the reactants needed to synthesize it. The reactants are: [NH2:1][CH2:2][C:3]1[CH:30]=[CH:29][C:6]([CH2:7][N:8]([CH2:21][C:22]2[CH:27]=[CH:26][C:25]([F:28])=[CH:24][CH:23]=2)[S:9]([C:12]2[CH:17]=[C:16]([Cl:18])[CH:15]=[C:14]([Cl:19])[C:13]=2[OH:20])(=[O:11])=[O:10])=[CH:5][CH:4]=1.C(Cl)Cl.[F:34][C:35]1[CH:42]=[CH:41][C:38]([CH:39]=O)=[CH:37][CH:36]=1.[BH4-].[Na+].